From a dataset of Full USPTO retrosynthesis dataset with 1.9M reactions from patents (1976-2016). Predict the reactants needed to synthesize the given product. (1) Given the product [CH3:1][CH:2]([CH3:21])[CH2:3][NH:4][C:5]1[C:14]2[C:9](=[CH:10][CH:11]=[CH:12][CH:13]=2)[N:8]2[N:15]=[N:16][N:17]=[C:7]2[C:6]=1[NH2:18], predict the reactants needed to synthesize it. The reactants are: [CH3:1][CH:2]([CH3:21])[CH2:3][NH:4][C:5]1[C:14]2[C:9](=[CH:10][CH:11]=[CH:12][CH:13]=2)[N:8]2[N:15]=[N:16][N:17]=[C:7]2[C:6]=1[N+:18]([O-])=O. (2) Given the product [CH:62]1([NH:65][CH2:66][C@H:67]2[CH2:71][CH2:70][CH2:69][N:68]2[C:30]([C:26]2[C:25]([CH3:33])=[C:24](/[CH:23]=[C:16]3\[C:17](=[O:22])[NH:18][C:19]4[C:15]\3=[CH:14][C:13]([S:10]([CH2:9][C:3]3[C:2]([Cl:1])=[CH:7][CH:6]=[CH:5][C:4]=3[Cl:8])(=[O:11])=[O:12])=[CH:21][CH:20]=4)[NH:28][C:27]=2[CH3:29])=[O:31])[CH2:64][CH2:63]1, predict the reactants needed to synthesize it. The reactants are: [Cl:1][C:2]1[CH:7]=[CH:6][CH:5]=[C:4]([Cl:8])[C:3]=1[CH2:9][S:10]([C:13]1[CH:14]=[C:15]2[C:19](=[CH:20][CH:21]=1)[NH:18][C:17](=[O:22])/[C:16]/2=[CH:23]\[C:24]1[NH:28][C:27]([CH3:29])=[C:26]([C:30](O)=[O:31])[C:25]=1[CH3:33])(=[O:12])=[O:11].CCN=C=NCCCN(C)C.C1C=CC2N(O)N=NC=2C=1.C(N(CC)CC)C.[CH:62]1([NH:65][CH2:66][C@H:67]2[CH2:71][CH2:70][CH2:69][NH:68]2)[CH2:64][CH2:63]1.C(=O)(O)[O-].[Na+]. (3) Given the product [ClH:1].[Cl:1][C:2]1[CH:3]=[CH:4][C:5]([C:8]2[N:13]=[C:12]3[CH2:14][CH2:15][CH2:16][C:11]3=[C:10]([NH:17][C:18]3[CH:19]=[CH:20][C:21]([CH2:24][CH2:25][OH:26])=[CH:22][CH:23]=3)[CH:9]=2)=[CH:6][CH:7]=1, predict the reactants needed to synthesize it. The reactants are: [Cl:1][C:2]1[CH:7]=[CH:6][C:5]([C:8]2[N:13]=[C:12]3[CH2:14][CH2:15][CH2:16][C:11]3=[C:10]([NH:17][C:18]3[CH:23]=[CH:22][C:21]([CH2:24][C:25](OCC)=[O:26])=[CH:20][CH:19]=3)[CH:9]=2)=[CH:4][CH:3]=1.NC1C=CC(CCO)=CC=1. (4) Given the product [CH2:1]([O:3][C:4]([C:5]1[C:6]([C:7]2[CH:8]=[N:9][CH:10]=[N:11][CH:12]=2)=[N:21][NH:22][C:14]=1[CH:16]1[CH2:18][CH2:17]1)=[O:19])[CH3:2], predict the reactants needed to synthesize it. The reactants are: [CH2:1]([O:3][C:4](=[O:19])[CH:5]([C:14]([CH:16]1[CH2:18][CH2:17]1)=O)[C:6](=O)[C:7]1[CH:8]=[N:9][CH:10]=[N:11][CH:12]=1)[CH3:2].Cl.[NH2:21][NH2:22]. (5) Given the product [Br:1][C:2]1[CH:3]=[C:4]([CH:5]2[C:20]3[C:21](=[O:25])[N:22]([CH3:24])[NH:23][C:19]=3[NH:18][C:16]3[CH2:11][CH2:12][C:13](=[O:14])[C:15]2=3)[CH:7]=[CH:8][C:9]=1[F:10], predict the reactants needed to synthesize it. The reactants are: [Br:1][C:2]1[CH:3]=[C:4]([CH:7]=[CH:8][C:9]=1[F:10])[CH:5]=O.[CH2:11]1[C:16](=O)[CH2:15][C:13](=[O:14])[CH2:12]1.[NH2:18][C:19]1[NH:23][N:22]([CH3:24])[C:21](=[O:25])[CH:20]=1.